Dataset: Reaction yield outcomes from USPTO patents with 853,638 reactions. Task: Predict the reaction yield, written as a fraction of the theoretical maximum amount of product (1.0 means a 100% yield; for example, 0.34 means a 34% yield). (1) The reactants are Cl[C:2]1[CH:7]=[CH:6][C:5]([C:8]([NH:10][C@@H:11]([CH:16]2[CH2:21][CH2:20][CH2:19][CH2:18][CH2:17]2)[C:12]([O:14][CH3:15])=[O:13])=[O:9])=[C:4]([NH:22][C:23]([NH:25][C:26]2[C:31]([CH3:32])=[CH:30][CH:29]=[CH:28][C:27]=2[CH3:33])=[O:24])[CH:3]=1.[S:34]1[CH:38]=[CH:37][C:36](B(O)O)=[CH:35]1.C(=O)([O-])[O-].[Na+].[Na+].C(#N)C. The catalyst is C(OCC)(=O)C.C1CCC(P(C2CCCCC2)C2CCCCC2)CC1.C1CCC(P(C2CCCCC2)C2CCCCC2)CC1.Cl[Pd]Cl. The product is [CH:16]1([C@H:11]([NH:10][C:8]([C:5]2[CH:6]=[CH:7][C:2]([C:36]3[CH:37]=[CH:38][S:34][CH:35]=3)=[CH:3][C:4]=2[NH:22][C:23]([NH:25][C:26]2[C:31]([CH3:32])=[CH:30][CH:29]=[CH:28][C:27]=2[CH3:33])=[O:24])=[O:9])[C:12]([O:14][CH3:15])=[O:13])[CH2:21][CH2:20][CH2:19][CH2:18][CH2:17]1. The yield is 0.710. (2) The reactants are [Cl:1][C:2]1[C:3]([F:11])=[C:4](N)[CH:5]=[C:6]([Cl:9])[C:7]=1[F:8].N([O-])=O.[Na+].[BrH:16]. The catalyst is O. The product is [Br:16][C:4]1[CH:5]=[C:6]([Cl:9])[C:7]([F:8])=[C:2]([Cl:1])[C:3]=1[F:11]. The yield is 0.480.